Task: Predict the reactants needed to synthesize the given product.. Dataset: Full USPTO retrosynthesis dataset with 1.9M reactions from patents (1976-2016) (1) The reactants are: [F:1][C:2]1[C:7]([F:8])=[C:6]([O:9][CH2:10][CH2:11][N:12]2[CH2:17][CH2:16][O:15][CH2:14][CH2:13]2)[CH:5]=[CH:4][C:3]=1[CH:18]=[N:19][N:20]([CH3:29])[C:21]1([C:25]([O:27][CH3:28])=[O:26])[CH2:24][CH2:23][CH2:22]1.Cl.B.C(C1C=CC(C)=NC=1)C.[OH-].[Na+].P([O-])([O-])([O-])=O.[K+].[K+].[K+]. Given the product [F:1][C:2]1[C:7]([F:8])=[C:6]([O:9][CH2:10][CH2:11][N:12]2[CH2:13][CH2:14][O:15][CH2:16][CH2:17]2)[CH:5]=[CH:4][C:3]=1[CH2:18][NH:19][N:20]([CH3:29])[C:21]1([C:25]([O:27][CH3:28])=[O:26])[CH2:22][CH2:23][CH2:24]1, predict the reactants needed to synthesize it. (2) The reactants are: [C:1]([CH2:4][C:5]1[CH:10]=[CH:9][CH:8]=[CH:7][C:6]=1[CH2:11][C:12](O)=[O:13])(O)=[O:2].B.[H][H]. Given the product [OH:2][CH2:1][CH2:4][C:5]1[CH:10]=[CH:9][CH:8]=[CH:7][C:6]=1[CH2:11][CH2:12][OH:13], predict the reactants needed to synthesize it. (3) Given the product [CH3:12][Si:13]([CH3:20])([CH3:19])[CH2:14][CH2:15][O:16][CH2:17][N:3]1[C:11]2=[N:10][CH:9]=[CH:8][CH:7]=[C:6]2[CH:5]=[CH:4]1, predict the reactants needed to synthesize it. The reactants are: [H-].[Na+].[NH:3]1[C:11]2[C:6](=[CH:7][CH:8]=[CH:9][N:10]=2)[CH:5]=[CH:4]1.[CH3:12][Si:13]([CH3:20])([CH3:19])[CH2:14][CH2:15][O:16][CH2:17]Cl. (4) Given the product [Br:1][C:2]1[CH:3]=[C:4]([OH:11])[C:5](=[CH:9][CH:10]=1)[C:6]([O:8][CH3:17])=[O:7], predict the reactants needed to synthesize it. The reactants are: [Br:1][C:2]1[CH:3]=[C:4]([OH:11])[C:5](=[CH:9][CH:10]=1)[C:6]([OH:8])=[O:7].S(=O)(=O)(O)O.[CH3:17]O. (5) The reactants are: [CH3:1][O:2][C:3](=[O:35])[C:4]1[CH:32]=[C:31]([O:33][CH3:34])[CH:30]=[C:6]([C:7]([NH:9][CH:10]2[CH2:15][CH2:14][N:13]([CH2:16][C:17]3[CH:22]=[C:21]([O:23][CH2:24][CH3:25])[C:20](F)=[C:19]([O:27][CH2:28][CH3:29])[CH:18]=3)[CH2:12][CH2:11]2)=[O:8])[CH:5]=1.C(OC1C=C(C=C(OCC)C=1[N:47]1[CH:51]=[CH:50][CH:49]=[CH:48]1)C=O)C.C([BH3-])#N.[Na+].C(N(C(C)C)C(C)C)C. Given the product [CH3:1][O:2][C:3](=[O:35])[C:4]1[CH:32]=[C:31]([O:33][CH3:34])[CH:30]=[C:6]([C:7]([NH:9][CH:10]2[CH2:15][CH2:14][N:13]([CH2:16][C:17]3[CH:22]=[C:21]([O:23][CH2:24][CH3:25])[C:20]([N:47]4[CH:51]=[CH:50][CH:49]=[CH:48]4)=[C:19]([O:27][CH2:28][CH3:29])[CH:18]=3)[CH2:12][CH2:11]2)=[O:8])[CH:5]=1, predict the reactants needed to synthesize it. (6) Given the product [NH2:13][CH2:12][CH2:11][C:5]1[CH:6]=[CH:7][C:8]([O:9][CH3:10])=[C:3]([NH2:2])[CH:4]=1, predict the reactants needed to synthesize it. The reactants are: Cl.[NH2:2][C:3]1[CH:4]=[C:5]([CH2:11][CH2:12][NH:13]C(=O)C)[CH:6]=[CH:7][C:8]=1[O:9][CH3:10].Cl. (7) Given the product [NH2:8][C@H:9]([CH2:18][CH2:19][CH2:20][CH3:21])[CH2:10][C:11]([O:13][C:14]([CH3:15])([CH3:16])[CH3:17])=[O:12], predict the reactants needed to synthesize it. The reactants are: C([N:8]([C@@H](C1C=CC=CC=1)C)[C@H:9]([CH2:18][CH2:19][CH2:20][CH3:21])[CH2:10][C:11]([O:13][C:14]([CH3:17])([CH3:16])[CH3:15])=[O:12])C1C=CC=CC=1.